Predict the reactants needed to synthesize the given product. From a dataset of Full USPTO retrosynthesis dataset with 1.9M reactions from patents (1976-2016). (1) Given the product [CH:9]1([C:5]2[C:6]([CH3:8])=[CH:7][C:2]3[N:1]=[C:35]4[C:33]([N:12]([CH2:13][CH2:14][CH2:15][CH2:16][CH2:17][CH2:18][C:19]([O:21][CH2:22][CH3:23])=[O:20])[C:3]=3[CH:4]=2)=[N:32][C:30](=[O:31])[NH:29][C:37]4=[O:38])[CH2:11][CH2:10]1, predict the reactants needed to synthesize it. The reactants are: [NH2:1][C:2]1[CH:7]=[C:6]([CH3:8])[C:5]([CH:9]2[CH2:11][CH2:10]2)=[CH:4][C:3]=1[NH:12][CH2:13][CH2:14][CH2:15][CH2:16][CH2:17][CH2:18][C:19]([O:21][CH2:22][CH3:23])=[O:20].B(O)(O)O.O.[NH:29]1[C:37](=[O:38])[C:35](=O)[C:33](=O)[NH:32][C:30]1=[O:31]. (2) Given the product [CH3:1][N:2]1[C:6]2[CH:7]=[CH:8][C:9]([C:12]([OH:14])=[O:13])=[C:10]([CH3:11])[C:5]=2[N:4]=[CH:3]1, predict the reactants needed to synthesize it. The reactants are: [CH3:1][N:2]1[C:6]2[CH:7]=[CH:8][C:9]([C:12]([O:14]C)=[O:13])=[C:10]([CH3:11])[C:5]=2[N:4]=[CH:3]1. (3) Given the product [Br:1][C:2]1[C:9]([F:10])=[CH:8][C:7]([N+:11]([O-:13])=[O:12])=[C:4]([CH:3]=1)[CH:5]=[O:6], predict the reactants needed to synthesize it. The reactants are: [Br:1][C:2]1[CH:3]=[C:4]([CH:7]=[CH:8][C:9]=1[F:10])[CH:5]=[O:6].[N+:11]([O-])([OH:13])=[O:12].